From a dataset of Reaction yield outcomes from USPTO patents with 853,638 reactions. Predict the reaction yield, written as a fraction of the theoretical maximum amount of product (1.0 means a 100% yield; for example, 0.34 means a 34% yield). (1) The reactants are [C:1]([N:4]1[CH2:9][CH2:8][NH:7][CH2:6][CH2:5]1)(=[O:3])[CH3:2].F[C:11]1[N:16]=[CH:15][C:14]([C:17]2[CH:26]=[C:25]([C:27]([NH:29][CH2:30][C@H:31]3[CH2:36][CH2:35][C@H:34]([CH2:37][NH:38][C:39](=[O:45])[O:40][C:41]([CH3:44])([CH3:43])[CH3:42])[CH2:33][CH2:32]3)=[O:28])[C:24]3[C:19](=[CH:20][CH:21]=[CH:22][CH:23]=3)[N:18]=2)=[CH:13][CH:12]=1. The catalyst is N1C=CC=CC=1.C1COCC1.CS(C)=O. The product is [C:1]([N:4]1[CH2:9][CH2:8][N:7]([C:11]2[N:16]=[CH:15][C:14]([C:17]3[CH:26]=[C:25]([C:27]([NH:29][CH2:30][C@H:31]4[CH2:32][CH2:33][C@H:34]([CH2:37][NH:38][C:39](=[O:45])[O:40][C:41]([CH3:43])([CH3:42])[CH3:44])[CH2:35][CH2:36]4)=[O:28])[C:24]4[C:19](=[CH:20][CH:21]=[CH:22][CH:23]=4)[N:18]=3)=[CH:13][CH:12]=2)[CH2:6][CH2:5]1)(=[O:3])[CH3:2]. The yield is 0.440. (2) The reactants are [NH2:1][C:2]1[C:10]([N+:11]([O-:13])=[O:12])=[C:9]([CH3:14])[C:8]([N+:15]([O-:17])=[O:16])=[CH:7][C:3]=1[C:4]([NH2:6])=O.P(Cl)(Cl)(Cl)=O.O. The catalyst is C(#N)C. The product is [NH2:1][C:2]1[C:10]([N+:11]([O-:13])=[O:12])=[C:9]([CH3:14])[C:8]([N+:15]([O-:17])=[O:16])=[CH:7][C:3]=1[C:4]#[N:6]. The yield is 0.835. (3) The reactants are [OH:1][CH2:2][CH2:3][O:4][CH2:5][CH2:6][O:7][CH2:8][CH2:9][O:10][CH2:11][CH2:12][CH2:13][CH2:14][CH2:15][CH2:16][CH2:17][CH2:18][CH2:19][CH2:20][CH2:21][C:22]([NH:24][CH2:25][CH2:26][S:27][S:27][CH2:26][CH2:25][NH:24][C:22](=[O:23])[CH2:21][CH2:20][CH2:19][CH2:18][CH2:17][CH2:16][CH2:15][CH2:14][CH2:13][CH2:12][CH2:11][O:10][CH2:9][CH2:8][O:7][CH2:6][CH2:5][O:4][CH2:3][CH2:2][OH:1])=[O:23].Cl.C(CCP(CCC(O)=O)CCC(O)=O)(O)=O. The catalyst is CO.O. The product is [SH:27][CH2:26][CH2:25][NH:24][C:22](=[O:23])[CH2:21][CH2:20][CH2:19][CH2:18][CH2:17][CH2:16][CH2:15][CH2:14][CH2:13][CH2:12][CH2:11][O:10][CH2:9][CH2:8][O:7][CH2:6][CH2:5][O:4][CH2:3][CH2:2][OH:1]. The yield is 0.810. (4) The reactants are [OH:1][C:2]1[CH:3]=[C:4]([CH:7]=[CH:8][C:9]=1[OH:10])[CH:5]=[O:6].C([O-])([O-])=O.[K+].[K+].[CH2:17]([O:19][C:20](=[O:23])[CH2:21]Br)[CH3:18].C(O)C. The catalyst is CC(C)=O. The product is [CH:5]([C:4]1[CH:7]=[CH:8][C:9]([O:10][CH2:21][C:20]([O:19][CH2:17][CH3:18])=[O:23])=[C:2]([OH:1])[CH:3]=1)=[O:6]. The yield is 0.150. (5) The reactants are [C:1]([C:3]1[CH:4]=[CH:5][C:6]([C:9]2(O)[CH2:14][CH2:13][N:12]([C:15]([O:17][C:18]([CH3:21])([CH3:20])[CH3:19])=[O:16])[CH2:11][CH2:10]2)=[N:7][CH:8]=1)#[N:2].P(Cl)(Cl)(Cl)=O. The catalyst is N1C=CC=CC=1. The product is [C:1]([C:3]1[CH:4]=[CH:5][C:6]([C:9]2[CH2:14][CH2:13][N:12]([C:15]([O:17][C:18]([CH3:21])([CH3:20])[CH3:19])=[O:16])[CH2:11][CH:10]=2)=[N:7][CH:8]=1)#[N:2]. The yield is 0.640. (6) The reactants are [CH3:1][O:2][C:3]1[CH:4]=[C:5]([CH:11]([N:16]2[C:20](=[O:21])[C:19]3=[CH:22][CH:23]=[CH:24][CH:25]=[C:18]3[C:17]2=[O:26])[CH2:12][C:13](O)=[O:14])[CH:6]=[CH:7][C:8]=1[O:9][CH3:10].Cl.[NH2:28][OH:29]. The catalyst is O1CCCC1. The product is [OH:29][NH:28][C:13](=[O:14])[CH2:12][CH:11]([C:5]1[CH:6]=[CH:7][C:8]([O:9][CH3:10])=[C:3]([O:2][CH3:1])[CH:4]=1)[N:16]1[C:20](=[O:21])[C:19]2=[CH:22][CH:23]=[CH:24][CH:25]=[C:18]2[C:17]1=[O:26]. The yield is 0.800.